Dataset: Full USPTO retrosynthesis dataset with 1.9M reactions from patents (1976-2016). Task: Predict the reactants needed to synthesize the given product. Given the product [Cl:19][C:11]1[C:12]([NH:14][CH2:15][CH:16]([CH3:18])[CH3:17])=[CH:13][C:8]2[N:7]=[C:23]([C:24]3[CH:29]=[CH:28][CH:27]=[C:26]([N:30]4[CH:34]=[N:33][CH:32]=[N:31]4)[CH:25]=3)[CH2:22][C:21](=[O:36])[NH:20][C:9]=2[CH:10]=1, predict the reactants needed to synthesize it. The reactants are: C(OC(=O)[NH:7][C:8]1[CH:13]=[C:12]([NH:14][CH2:15][CH:16]([CH3:18])[CH3:17])[C:11]([Cl:19])=[CH:10][C:9]=1[NH:20][C:21](=[O:36])[CH2:22][C:23](=O)[C:24]1[CH:29]=[CH:28][CH:27]=[C:26]([N:30]2[CH:34]=[N:33][CH:32]=[N:31]2)[CH:25]=1)(C)(C)C.C(O)(C(F)(F)F)=O.